Dataset: Full USPTO retrosynthesis dataset with 1.9M reactions from patents (1976-2016). Task: Predict the reactants needed to synthesize the given product. (1) Given the product [F:33][C:2]([F:32])([F:1])[C:3]1[CH:4]=[C:5]([CH:29]=[CH:30][CH:31]=1)[CH2:6][NH:7][C:8]([C:9]1[CH:14]=[CH:13][N:12]=[C:11]([C:15]2[CH:20]=[C:19]([N:21]([CH2:25][CH3:26])[CH2:22][CH2:23][CH3:24])[CH:18]=[CH:17][C:16]=2[NH:27][C:41](=[O:42])[C:40]2[CH:44]=[CH:45][CH:46]=[C:38]([C:36]([N:35]([CH3:34])[CH2:47][CH2:48][N:49]3[CH2:50][CH2:51][O:52][CH2:53][CH2:54]3)=[O:37])[CH:39]=2)[CH:10]=1)=[O:28], predict the reactants needed to synthesize it. The reactants are: [F:1][C:2]([F:33])([F:32])[C:3]1[CH:4]=[C:5]([CH:29]=[CH:30][CH:31]=1)[CH2:6][NH:7][C:8](=[O:28])[C:9]1[CH:14]=[CH:13][N:12]=[C:11]([C:15]2[CH:20]=[C:19]([N:21]([CH2:25][CH3:26])[CH2:22][CH2:23][CH3:24])[CH:18]=[CH:17][C:16]=2[NH2:27])[CH:10]=1.[CH3:34][N:35]([CH2:47][CH2:48][N:49]1[CH2:54][CH2:53][O:52][CH2:51][CH2:50]1)[C:36]([C:38]1[CH:39]=[C:40]([CH:44]=[CH:45][CH:46]=1)[C:41](O)=[O:42])=[O:37].CCN=C=NCCCN(C)C.Cl. (2) Given the product [C:7]([O:1][CH:2]([C:7]1[C:8]([CH3:29])=[N:9][C:10]2[N:11]([N:20]=[C:21]([C:23]3[CH:28]=[CH:27][CH:26]=[CH:25][CH:24]=3)[CH:22]=2)[C:12]=1[C:13]1[CH:14]=[CH:15][C:16]([CH3:19])=[CH:17][CH:18]=1)[C:3]([O:5][CH3:6])=[O:4])([CH3:8])([CH3:12])[CH3:2], predict the reactants needed to synthesize it. The reactants are: [OH:1][CH:2]([C:7]1[C:8]([CH3:29])=[N:9][C:10]2[N:11]([N:20]=[C:21]([C:23]3[CH:28]=[CH:27][CH:26]=[CH:25][CH:24]=3)[CH:22]=2)[C:12]=1[C:13]1[CH:18]=[CH:17][C:16]([CH3:19])=[CH:15][CH:14]=1)[C:3]([O:5][CH3:6])=[O:4].Cl(O)(=O)(=O)=O. (3) Given the product [CH2:1]([O:8][C:9]([N:11]1[CH2:15][CH:14]([N:27]2[CH2:32][CH2:31][O:30][CH2:29][CH2:28]2)[CH2:13][N:12]1[C:17](=[O:26])[CH2:18][C:19]1[CH:24]=[CH:23][C:22]([F:25])=[CH:21][CH:20]=1)=[O:10])[C:2]1[CH:7]=[CH:6][CH:5]=[CH:4][CH:3]=1, predict the reactants needed to synthesize it. The reactants are: [CH2:1]([O:8][C:9]([N:11]1[CH2:15][C:14](=O)[CH2:13][N:12]1[C:17](=[O:26])[CH2:18][C:19]1[CH:24]=[CH:23][C:22]([F:25])=[CH:21][CH:20]=1)=[O:10])[C:2]1[CH:7]=[CH:6][CH:5]=[CH:4][CH:3]=1.[NH:27]1[CH2:32][CH2:31][O:30][CH2:29][CH2:28]1.[BH-](OC(C)=O)(OC(C)=O)OC(C)=O.[Na+].CC(O)=O.Cl. (4) Given the product [CH2:13]([N:12]1[C:8]([C:5]2[CH:6]=[CH:7][C:2]([C:29]3[CH:28]=[CH:27][C:26]([CH2:40][OH:41])=[C:25]([S:22]([CH3:21])(=[O:24])=[O:23])[CH:30]=3)=[CH:3][CH:4]=2)=[CH:9][C:10]([C:17]([F:20])([F:19])[F:18])=[N:11]1)[CH:14]([CH3:16])[CH3:15], predict the reactants needed to synthesize it. The reactants are: Br[C:2]1[CH:7]=[CH:6][C:5]([C:8]2[N:12]([CH2:13][CH:14]([CH3:16])[CH3:15])[N:11]=[C:10]([C:17]([F:20])([F:19])[F:18])[CH:9]=2)=[CH:4][CH:3]=1.[CH3:21][S:22]([C:25]1[CH:30]=[C:29](B2OC(C)(C)C(C)(C)O2)[CH:28]=[CH:27][C:26]=1[CH2:40][OH:41])(=[O:24])=[O:23].C(O)(C(F)(F)F)=O. (5) Given the product [CH3:1][O:2][C:3]1[CH:4]=[C:5]([N:12]2[CH2:18][CH2:17][CH2:16][N:15]([S:34]([CH3:33])(=[O:36])=[O:35])[CH2:14][CH2:13]2)[CH:6]=[CH:7][C:8]=1[N+:9]([O-:11])=[O:10], predict the reactants needed to synthesize it. The reactants are: [CH3:1][O:2][C:3]1[CH:4]=[C:5]([N:12]2[CH2:18][CH2:17][CH2:16][NH:15][CH2:14][CH2:13]2)[CH:6]=[CH:7][C:8]=1[N+:9]([O-:11])=[O:10].C(O)(C(F)(F)F)=O.C(N(CC)CC)C.[CH3:33][S:34](Cl)(=[O:36])=[O:35]. (6) Given the product [NH2:1][C:2]1[C:3]2[N:4]([C:8]([C@@H:12]3[CH2:16][CH2:15][CH2:14][NH:13]3)=[N:9][C:10]=2[C:42]2[CH:41]=[CH:40][C:30]([C:31]([NH:33][C:34]3[CH:39]=[CH:38][CH:37]=[CH:36][N:35]=3)=[O:32])=[C:29]([O:28][CH3:27])[CH:43]=2)[CH:5]=[CH:6][N:7]=1, predict the reactants needed to synthesize it. The reactants are: [NH2:1][C:2]1[C:3]2[N:4]([C:8]([C@@H:12]3[CH2:16][CH2:15][CH2:14][N:13]3C(OCC3C=CC=CC=3)=O)=[N:9][C:10]=2Br)[CH:5]=[CH:6][N:7]=1.[CH3:27][O:28][C:29]1[CH:43]=[C:42](B2OC(C)(C)C(C)(C)O2)[CH:41]=[CH:40][C:30]=1[C:31]([NH:33][C:34]1[CH:39]=[CH:38][CH:37]=[CH:36][N:35]=1)=[O:32].